Dataset: Catalyst prediction with 721,799 reactions and 888 catalyst types from USPTO. Task: Predict which catalyst facilitates the given reaction. (1) Reactant: [Br:1][C:2]1[S:3][C:4]([CH:7]=[O:8])=[CH:5][N:6]=1.[F-].[Cs+].[Si]([C:15]([F:18])([F:17])[F:16])(C)(C)C. Product: [Br:1][C:2]1[S:3][C:4]([CH:7]([OH:8])[C:15]([F:18])([F:17])[F:16])=[CH:5][N:6]=1. The catalyst class is: 57. (2) Reactant: [Cl:1][C:2]1[CH:28]=[CH:27][C:5]([CH2:6][NH:7][C:8]([NH:16][C:17]2[CH:22]=[CH:21][C:20]([O:23][CH:24]([CH3:26])[CH3:25])=[CH:19][CH:18]=2)=[N:9][C:10]([NH:12][CH:13]([CH3:15])[CH3:14])=[S:11])=[CH:4][CH:3]=1.[C:29](N1C=CN=C1)(N1C=CN=C1)=[O:30].C(N(CC)CC)C.C(OCC)(=O)C. Product: [Cl:1][C:2]1[CH:28]=[CH:27][C:5]([CH2:6][N:7]2[C:8](=[N:16][C:17]3[CH:18]=[CH:19][C:20]([O:23][CH:24]([CH3:26])[CH3:25])=[CH:21][CH:22]=3)[NH:9][C:10](=[S:11])[N:12]([CH:13]([CH3:15])[CH3:14])[C:29]2=[O:30])=[CH:4][CH:3]=1. The catalyst class is: 1. (3) Reactant: [Si:1]([O:8][CH2:9][CH2:10][C:11]1[CH:12]=[CH:13][C:14]2[CH:25]=[CH:24][C:18]3=[N:19][CH:20]=[C:21](Cl)[CH:22]=[C:17]3[C:16](=[O:26])[C:15]=2[CH:27]=1)([C:4]([CH3:7])([CH3:6])[CH3:5])([CH3:3])[CH3:2].[CH3:28][N:29]1[CH:33]=[C:32](B2OC(C)(C)C(C)(C)O2)[CH:31]=[N:30]1.C(=O)([O-])[O-].[Na+].[Na+]. Product: [Si:1]([O:8][CH2:9][CH2:10][C:11]1[CH:12]=[CH:13][C:14]2[CH:25]=[CH:24][C:18]3=[N:19][CH:20]=[C:21]([C:32]4[CH:31]=[N:30][N:29]([CH3:28])[CH:33]=4)[CH:22]=[C:17]3[C:16](=[O:26])[C:15]=2[CH:27]=1)([C:4]([CH3:7])([CH3:6])[CH3:5])([CH3:3])[CH3:2]. The catalyst class is: 235. (4) Reactant: [Si]([O:8][CH2:9][C:10]1[N:15]=[C:14]([CH2:16][O:17][C:18]2[C:27]3[C:22](=[CH:23][CH:24]=[CH:25][CH:26]=3)[C:21](Cl)=[N:20][N:19]=2)[CH:13]=[CH:12][CH:11]=1)(C(C)(C)C)(C)C.[CH3:29][O-:30].[Na+]. Product: [CH3:29][O:30][C:21]1[C:22]2[C:27](=[CH:26][CH:25]=[CH:24][CH:23]=2)[C:18]([O:17][CH2:16][C:14]2[N:15]=[C:10]([CH2:9][OH:8])[CH:11]=[CH:12][CH:13]=2)=[N:19][N:20]=1. The catalyst class is: 5.